Dataset: Forward reaction prediction with 1.9M reactions from USPTO patents (1976-2016). Task: Predict the product of the given reaction. The product is: [Cl:33][C:4]1[CH:5]=[C:6]([C:8](=[O:32])[NH:9][C:10]2[S:11][CH:12]=[C:13]([C:15]3[CH:20]=[CH:19][CH:18]=[C:17]([C@@H:21]([O:28][CH3:29])[CH2:22][CH2:23][CH2:24][CH2:25][CH2:26][CH3:27])[C:16]=3[O:30][CH3:31])[N:14]=2)[CH:7]=[C:2]([Cl:1])[C:3]=1/[CH:34]=[C:35](\[CH3:41])/[C:36]([OH:38])=[O:37]. Given the reactants [Cl:1][C:2]1[CH:7]=[C:6]([C:8](=[O:32])[NH:9][C:10]2[S:11][CH:12]=[C:13]([C:15]3[CH:20]=[CH:19][CH:18]=[C:17]([C@@H:21]([O:28][CH3:29])[CH2:22][CH2:23][CH2:24][CH2:25][CH2:26][CH3:27])[C:16]=3[O:30][CH3:31])[N:14]=2)[CH:5]=[C:4]([Cl:33])[C:3]=1/[CH:34]=[C:35](\[CH3:41])/[C:36]([O:38]CC)=[O:37].[OH-].[Na+].Cl, predict the reaction product.